This data is from Forward reaction prediction with 1.9M reactions from USPTO patents (1976-2016). The task is: Predict the product of the given reaction. (1) Given the reactants [CH:1]12[CH2:10][CH:5]3[CH2:6][CH:7]([CH2:9][CH:3]([CH2:4]3)[C:2]1([CH2:13][OH:14])[CH2:11][OH:12])[CH2:8]2.[C:15](O)(=[O:19])[C:16]([CH3:18])=[CH2:17].C1(C)C=CC=CC=1, predict the reaction product. The product is: [C:15]([O:14][CH2:13][C:2]1([CH2:11][OH:12])[CH:1]2[CH2:10][CH:5]3[CH2:6][CH:7]([CH2:9][CH:3]1[CH2:4]3)[CH2:8]2)(=[O:19])[C:16]([CH3:18])=[CH2:17]. (2) Given the reactants [Br:1][C:2]1[C:3]([F:11])=[C:4]([NH:8][CH:9]=O)[CH:5]=[CH:6][CH:7]=1.CO.Cl.[OH-].[Na+], predict the reaction product. The product is: [Br:1][C:2]1[C:3]([F:11])=[C:4]([CH:5]=[CH:6][CH:7]=1)[NH:8][CH3:9]. (3) Given the reactants Cl.C([O:4][C:5](=[O:35])[CH2:6][CH2:7][C:8]1[CH:9]=[N:10][C:11]([C:33]#[N:34])=[C:12]([O:14][CH2:15][C@H:16]([OH:32])[CH2:17][NH:18][C:19]([CH3:31])([CH3:30])[CH2:20][CH:21]2[CH2:29][C:28]3[C:23](=[CH:24][CH:25]=[CH:26][CH:27]=3)[CH2:22]2)[CH:13]=1)C.[OH-].[Na+], predict the reaction product. The product is: [C:33]([C:11]1[N:10]=[CH:9][C:8]([CH2:7][CH2:6][C:5]([OH:35])=[O:4])=[CH:13][C:12]=1[O:14][CH2:15][C@H:16]([OH:32])[CH2:17][NH:18][C:19]([CH3:30])([CH3:31])[CH2:20][CH:21]1[CH2:29][C:28]2[C:23](=[CH:24][CH:25]=[CH:26][CH:27]=2)[CH2:22]1)#[N:34]. (4) Given the reactants C[O:2][C:3]([C:5]1[C:9]([NH:10][C:11](=[O:28])[CH2:12][O:13][C:14]2[CH:19]=[CH:18][C:17]([C:20]3[CH:25]=[CH:24][CH:23]=[CH:22][C:21]=3[O:26][CH3:27])=[CH:16][N:15]=2)=[CH:8][S:7][CH:6]=1)=[O:4].[OH-].[Na+], predict the reaction product. The product is: [CH3:27][O:26][C:21]1[CH:22]=[CH:23][CH:24]=[CH:25][C:20]=1[C:17]1[CH:18]=[CH:19][C:14]([O:13][CH2:12][C:11]([NH:10][C:9]2[C:5]([C:3]([OH:4])=[O:2])=[CH:6][S:7][CH:8]=2)=[O:28])=[N:15][CH:16]=1. (5) Given the reactants [CH:1]([C:3]1[CH:15]=[C:14]([C:16]2[S:17][CH:18]=[CH:19][CH:20]=2)[C:13]([O:21][CH3:22])=[CH:12][C:4]=1[O:5][CH2:6][C:7]([N:9]([CH3:11])[CH3:10])=[O:8])=O.[C:23]([C:26]1[CH:34]=[CH:33][C:29]([C:30]([OH:32])=[O:31])=[CH:28][CH:27]=1)(=[O:25])[CH3:24], predict the reaction product. The product is: [CH3:10][N:9]([CH3:11])[C:7]([CH2:6][O:5][C:4]1[CH:12]=[C:13]([O:21][CH3:22])[C:14]([C:16]2[S:17][CH:18]=[CH:19][CH:20]=2)=[CH:15][C:3]=1/[CH:1]=[CH:24]/[C:23]([C:26]1[CH:34]=[CH:33][C:29]([C:30]([OH:32])=[O:31])=[CH:28][CH:27]=1)=[O:25])=[O:8]. (6) Given the reactants FC(F)(F)S(O)(=O)=O.[CH3:9][N:10]1[CH:19]=[CH:18][C:17]2[N:16]=[CH:15][CH:14]=[C:13]3[CH:20]=[C:21]([O:25][CH3:26])[C:22]([O:23]C)=[C:11]1[C:12]=23.[BrH:27], predict the reaction product. The product is: [CH3:9][N:10]1[C:11]2[C:22]([OH:23])=[C:21]([O:25][CH3:26])[CH:20]=[C:13]3[CH:14]=[CH:15][N:16]=[C:17]([C:12]=23)[CH:18]=[CH:19]1.[BrH:27]. (7) Given the reactants Cl[C:2]1[N:3]=[C:4]([NH:21][C:22]2[CH:30]=[C:29]3[C:25]([CH:26]=[N:27][NH:28]3)=[CH:24][CH:23]=2)[C:5]2[CH:10]=[CH:9][N:8]([S:11]([C:14]3[CH:20]=[CH:19][C:17]([CH3:18])=[CH:16][CH:15]=3)(=[O:13])=[O:12])[C:6]=2[N:7]=1.[NH2:31][C:32]1[CH:37]=[CH:36][C:35]([N:38]2[CH2:43][CH2:42][N:41]([C:44](=[O:46])[CH3:45])[CH2:40][CH2:39]2)=[CH:34][CH:33]=1.C[Si](Cl)(C)C, predict the reaction product. The product is: [NH:28]1[C:29]2[C:25](=[CH:24][CH:23]=[C:22]([NH:21][C:4]3[C:5]4[CH:10]=[CH:9][N:8]([S:11]([C:14]5[CH:20]=[CH:19][C:17]([CH3:18])=[CH:16][CH:15]=5)(=[O:13])=[O:12])[C:6]=4[N:7]=[C:2]([NH:31][C:32]4[CH:33]=[CH:34][C:35]([N:38]5[CH2:39][CH2:40][N:41]([C:44](=[O:46])[CH3:45])[CH2:42][CH2:43]5)=[CH:36][CH:37]=4)[N:3]=3)[CH:30]=2)[CH:26]=[N:27]1.